This data is from Catalyst prediction with 721,799 reactions and 888 catalyst types from USPTO. The task is: Predict which catalyst facilitates the given reaction. Reactant: [OH-].[K+].C([O:5][C:6](=[O:26])[CH2:7][C:8]1[CH:13]=[CH:12][CH:11]=[C:10]([NH:14][S:15]([C:18]2[CH:23]=[CH:22][CH:21]=[C:20]([Cl:24])[C:19]=2[CH3:25])(=[O:17])=[O:16])[N:9]=1)C. Product: [Cl:24][C:20]1[C:19]([CH3:25])=[C:18]([S:15]([NH:14][C:10]2[N:9]=[C:8]([CH2:7][C:6]([OH:26])=[O:5])[CH:13]=[CH:12][CH:11]=2)(=[O:17])=[O:16])[CH:23]=[CH:22][CH:21]=1. The catalyst class is: 40.